This data is from Forward reaction prediction with 1.9M reactions from USPTO patents (1976-2016). The task is: Predict the product of the given reaction. (1) Given the reactants N[C:2]1[C:7]([C:8]#[N:9])=[C:6](N[C@H](C2N(C3C=NC=C(F)C=3)C3C=C(F)C=CC=3N=2)C)[N:5]=[CH:4][N:3]=1.C(=O)([O-])[O-:31].[K+].[K+].OO.O, predict the reaction product. The product is: [N:5]1[CH:6]=[C:7]([C:8]([NH2:9])=[O:31])[CH:2]=[N:3][CH:4]=1. (2) Given the reactants [CH3:1][S:2]([OH:5])(=[O:4])=[O:3].[CH3:6][O:7][C:8]1[CH:9]=[C:10]2[CH2:19][CH:18]([CH2:20][CH:21]3[CH2:26][CH2:25][N:24]([CH2:27][C:28]4[CH:29]=[CH:30][CH:31]=[CH:32][CH:33]=4)[CH2:23][CH2:22]3)[C:16](=[O:17])[C:11]2=[CH:12][C:13]=1[O:14][CH3:15], predict the reaction product. The product is: [CH3:6][O:7][C:8]1[CH:9]=[C:10]2[CH2:19][CH:18]([CH2:20][CH:21]3[CH2:22][CH2:23][N:24]([CH2:27][C:28]4[CH:33]=[CH:32][CH:31]=[CH:30][CH:29]=4)[CH2:25][CH2:26]3)[C:16](=[O:17])[C:11]2=[CH:12][C:13]=1[O:14][CH3:15].[S:2]([O-:5])(=[O:4])(=[O:3])[CH3:1]. (3) Given the reactants [BH4-].[Na+].[F:3][C:4]([F:19])([F:18])[C:5]1[CH:6]=[CH:7][C:8]([CH2:11][CH:12]2[CH2:16][CH2:15][CH2:14][C:13]2=[O:17])=[N:9][CH:10]=1, predict the reaction product. The product is: [F:18][C:4]([F:3])([F:19])[C:5]1[CH:6]=[CH:7][C:8]([CH2:11][CH:12]2[CH2:16][CH2:15][CH2:14][CH:13]2[OH:17])=[N:9][CH:10]=1. (4) Given the reactants [NH2:1][C:2]1[N:7]=[C:6]([C:8]2[CH:13]=[CH:12][C:11]([C:14]([CH3:18])([CH3:17])[C:15]#[N:16])=[CH:10][CH:9]=2)[CH:5]=[N:4][CH:3]=1.Cl.[NH2:20]O.C([N:25]([CH:28](C)C)CC)(C)C, predict the reaction product. The product is: [NH2:20][C:28]1[N:1]=[C:2]2[CH:3]=[N:4][CH:5]=[C:6]([C:8]3[CH:9]=[CH:10][C:11]([C:14]([CH3:18])([CH3:17])[C:15]#[N:16])=[CH:12][CH:13]=3)[N:7]2[N:25]=1.